This data is from Catalyst prediction with 721,799 reactions and 888 catalyst types from USPTO. The task is: Predict which catalyst facilitates the given reaction. (1) Reactant: [C:1]([O:5][C:6](=[O:28])[NH:7][CH:8]1[CH2:13][CH2:12][CH:11]([NH:14][CH2:15][C:16]2[CH:21]=[CH:20][CH:19]=[C:18]([C:22]3[CH:27]=[CH:26][N:25]=[CH:24][CH:23]=3)[CH:17]=2)[CH2:10][CH2:9]1)([CH3:4])([CH3:3])[CH3:2].CCN(CC)CC.[Cl:36][C:37]1[C:38]2[CH:48]=[CH:47][CH:46]=[CH:45][C:39]=2[S:40][C:41]=1[C:42](Cl)=[O:43]. Product: [C:1]([O:5][C:6](=[O:28])[NH:7][CH:8]1[CH2:13][CH2:12][CH:11]([N:14]([C:42]([C:41]2[S:40][C:39]3[CH:45]=[CH:46][CH:47]=[CH:48][C:38]=3[C:37]=2[Cl:36])=[O:43])[CH2:15][C:16]2[CH:21]=[CH:20][CH:19]=[C:18]([C:22]3[CH:27]=[CH:26][N:25]=[CH:24][CH:23]=3)[CH:17]=2)[CH2:10][CH2:9]1)([CH3:4])([CH3:2])[CH3:3]. The catalyst class is: 2. (2) Reactant: [C:1](N1C=CC=CC1=O)(N1C=CC=CC1=O)=[S:2].[CH3:17][O:18][CH2:19][C:20]1[N:25]=[CH:24][N:23]=[C:22]([NH2:26])[CH:21]=1. Product: [N:26]([C:22]1[CH:21]=[C:20]([CH2:19][O:18][CH3:17])[N:25]=[CH:24][N:23]=1)=[C:1]=[S:2]. The catalyst class is: 4.